This data is from Full USPTO retrosynthesis dataset with 1.9M reactions from patents (1976-2016). The task is: Predict the reactants needed to synthesize the given product. (1) The reactants are: [CH:1]1([N:4]2[CH2:9][CH2:8][NH:7][CH2:6][CH2:5]2)[CH2:3][CH2:2]1.[Cl:10][C:11]1[CH:20]=[CH:19][C:18]2[C:13](=[CH:14][C:15]([O:25][CH3:26])=[C:16]([O:23][CH3:24])[C:17]=2[O:21][CH3:22])[N:12]=1. Given the product [ClH:10].[CH:1]1([N:4]2[CH2:9][CH2:8][N:7]([C:11]3[CH:20]=[CH:19][C:18]4[C:13](=[CH:14][C:15]([O:25][CH3:26])=[C:16]([O:23][CH3:24])[C:17]=4[O:21][CH3:22])[N:12]=3)[CH2:6][CH2:5]2)[CH2:3][CH2:2]1, predict the reactants needed to synthesize it. (2) Given the product [CH:1]1([NH:5][CH2:7][CH2:6][CH2:12][S:9]([OH:11])(=[O:10])=[O:8])[CH2:4][CH2:3][CH2:2]1, predict the reactants needed to synthesize it. The reactants are: [CH:1]1([NH2:5])[CH2:4][CH2:3][CH2:2]1.[CH2:6]1[CH2:12][S:9](=[O:11])(=[O:10])[O:8][CH2:7]1.C1COCC1. (3) Given the product [CH:1]1([N:5]2[CH2:10][CH2:9][C:8]3([CH2:11][CH2:12][CH:13]([OH:16])[CH2:14][CH2:15]3)[CH2:7][CH2:6]2)[CH2:4][CH2:3][CH2:2]1, predict the reactants needed to synthesize it. The reactants are: [CH:1]1([N:5]2[CH2:10][CH2:9][C:8]3([CH2:15][CH2:14][C:13](=[O:16])[CH2:12][CH2:11]3)[CH2:7][CH2:6]2)[CH2:4][CH2:3][CH2:2]1.[BH4-].[Na+].